From a dataset of Forward reaction prediction with 1.9M reactions from USPTO patents (1976-2016). Predict the product of the given reaction. (1) Given the reactants [Cl:1][C:2]1[NH:10][C:9]([NH2:11])=[N:8][C:7]2[C:3]=1[N:4]=[CH:5][N:6]=2.[C:12](O[C:12]([O:14][C:15]([CH3:18])([CH3:17])[CH3:16])=[O:13])([O:14][C:15]([CH3:18])([CH3:17])[CH3:16])=[O:13], predict the reaction product. The product is: [NH2:11][C:9]1[N:8]=[C:7]2[C:3]([N:4]=[CH:5][N:6]2[C:12]([O:14][C:15]([CH3:18])([CH3:17])[CH3:16])=[O:13])=[C:2]([Cl:1])[N:10]=1. (2) Given the reactants [CH3:1][N:2]([CH3:33])[C:3]1[CH:8]=[CH:7][C:6]([CH2:9][N:10]([C:24]2[CH:29]=[CH:28][C:27]([CH:30]([CH3:32])[CH3:31])=[CH:26][CH:25]=2)[C:11]([CH:13]2[C:22]3[C:17](=[CH:18][C:19]([OH:23])=[CH:20][CH:21]=3)[CH2:16][CH2:15][CH2:14]2)=[O:12])=[CH:5][CH:4]=1.Br[CH2:35][CH2:36][OH:37], predict the reaction product. The product is: [CH3:1][N:2]([CH3:33])[C:3]1[CH:8]=[CH:7][C:6]([CH2:9][N:10]([C:24]2[CH:25]=[CH:26][C:27]([CH:30]([CH3:31])[CH3:32])=[CH:28][CH:29]=2)[C:11]([CH:13]2[C:22]3[C:17](=[CH:18][C:19]([O:23][CH2:35][CH2:36][OH:37])=[CH:20][CH:21]=3)[CH2:16][CH2:15][CH2:14]2)=[O:12])=[CH:5][CH:4]=1. (3) Given the reactants C[O:2]C(=O)C=CC1C2N(C3C=CC=CC=3)C(C(F)(F)F)=NC=2C=CC=1.CN1[CH2:32][CH2:31][N:30]([C:33](=[O:55])[CH:34]=[CH:35][C:36]2[C:44]3[N:43]([C:45]4[CH:50]=[CH:49][CH:48]=[CH:47][CH:46]=4)[CH:42]=[N:41][C:40]=3[CH:39]=[C:38]([C:51]([F:54])([F:53])[F:52])[CH:37]=2)[CH2:29][CH2:28]1, predict the reaction product. The product is: [N:30]1([C:33](=[O:55])[CH:34]=[CH:35][C:36]2[C:44]3[N:43]([C:45]4[CH:50]=[CH:49][CH:48]=[CH:47][CH:46]=4)[CH:42]=[N:41][C:40]=3[CH:39]=[C:38]([C:51]([F:53])([F:54])[F:52])[CH:37]=2)[CH2:31][CH2:32][O:2][CH2:28][CH2:29]1. (4) Given the reactants CCCC[N+](CCCC)(CCCC)CCCC.[F-].[Si]([O:26][CH2:27][C:28]1[CH:33]=[C:32]([CH:34]2[CH2:36][CH2:35]2)[N:31]=[C:30]([C:37]2[CH:38]=[N:39][C:40]([C:43]([F:46])([F:45])[F:44])=[N:41][CH:42]=2)[CH:29]=1)(C(C)(C)C)(C)C, predict the reaction product. The product is: [CH:34]1([C:32]2[CH:33]=[C:28]([CH2:27][OH:26])[CH:29]=[C:30]([C:37]3[CH:38]=[N:39][C:40]([C:43]([F:44])([F:46])[F:45])=[N:41][CH:42]=3)[N:31]=2)[CH2:36][CH2:35]1. (5) Given the reactants [O:1]1[C:5]2[CH:6]=[CH:7][C:8]([C:10]3([C:13]([OH:15])=O)[CH2:12][CH2:11]3)=[CH:9][C:4]=2[O:3][CH2:2]1.C(Cl)[Cl:17].S(Cl)(Cl)=O, predict the reaction product. The product is: [O:1]1[C:5]2[CH:6]=[CH:7][C:8]([C:10]3([C:13]([Cl:17])=[O:15])[CH2:12][CH2:11]3)=[CH:9][C:4]=2[O:3][CH2:2]1.